Dataset: Forward reaction prediction with 1.9M reactions from USPTO patents (1976-2016). Task: Predict the product of the given reaction. (1) Given the reactants [CH3:1][O:2][C:3]([NH:5][C@@H:6]([CH:10]([CH3:12])[CH3:11])[C:7](O)=[O:8])=[O:4].CN(C(ON1N=NC2C=CC=NC1=2)=[N+](C)C)C.F[P-](F)(F)(F)(F)F.Cl.Cl.[Br:39][C:40]1[CH:45]=[CH:44][C:43]([C:46]2[N:47]=[C:48]([C@@H:51]3[CH2:55][C@H:54]([CH3:56])[CH2:53][NH:52]3)[NH:49][CH:50]=2)=[CH:42][CH:41]=1.C(N(CC)C(C)C)(C)C, predict the reaction product. The product is: [CH3:1][O:2][C:3](=[O:4])[NH:5][C@H:6]([C:7]([N:52]1[CH2:53][C@@H:54]([CH3:56])[CH2:55][C@H:51]1[C:48]1[NH:49][CH:50]=[C:46]([C:43]2[CH:44]=[CH:45][C:40]([Br:39])=[CH:41][CH:42]=2)[N:47]=1)=[O:8])[CH:10]([CH3:12])[CH3:11]. (2) Given the reactants [Cl:1][C:2]1[CH:16]=[CH:15][C:5]([CH2:6][NH:7][C:8](=[O:14])[O:9][C:10]([CH3:13])([CH3:12])[CH3:11])=[CH:4][C:3]=1[N:17]=[C:18]=S.[Cl:20][C:21]1[C:22]([N:30]2[CH2:35][CH2:34][CH2:33][CH:32]([C:36]([F:39])([F:38])[F:37])[CH2:31]2)=[CH:23][C:24]([NH:28][CH3:29])=[C:25]([CH:27]=1)[NH2:26].C(Cl)CCl, predict the reaction product. The product is: [Cl:1][C:2]1[CH:16]=[CH:15][C:5]([CH2:6][NH:7][C:8](=[O:14])[O:9][C:10]([CH3:13])([CH3:12])[CH3:11])=[CH:4][C:3]=1[NH:17][C:18]1[N:28]([CH3:29])[C:24]2[CH:23]=[C:22]([N:30]3[CH2:35][CH2:34][CH2:33][CH:32]([C:36]([F:38])([F:39])[F:37])[CH2:31]3)[C:21]([Cl:20])=[CH:27][C:25]=2[N:26]=1.